From a dataset of Peptide-MHC class II binding affinity with 134,281 pairs from IEDB. Regression. Given a peptide amino acid sequence and an MHC pseudo amino acid sequence, predict their binding affinity value. This is MHC class II binding data. (1) The peptide sequence is VSVDCSEYPKPDCTA. The MHC is HLA-DQA10301-DQB10302 with pseudo-sequence HLA-DQA10301-DQB10302. The binding affinity (normalized) is 0.165. (2) The peptide sequence is GDGFIDFNEFISFCN. The MHC is DRB4_0101 with pseudo-sequence DRB4_0103. The binding affinity (normalized) is 0.346. (3) The peptide sequence is TQLATLRKLCIEGKI. The MHC is DRB1_0404 with pseudo-sequence DRB1_0404. The binding affinity (normalized) is 0.148. (4) The peptide sequence is KAQGKTLGVNMVRRG. The MHC is DRB3_0301 with pseudo-sequence DRB3_0301. The binding affinity (normalized) is 0.714. (5) The peptide sequence is YVDRFYKTLRAEQASQEV. The MHC is HLA-DPA10301-DPB10402 with pseudo-sequence HLA-DPA10301-DPB10402. The binding affinity (normalized) is 0.250. (6) The peptide sequence is NTARLMAGAGPAPML. The MHC is HLA-DQA10501-DQB10201 with pseudo-sequence HLA-DQA10501-DQB10201. The binding affinity (normalized) is 0.688.